This data is from Peptide-MHC class I binding affinity with 185,985 pairs from IEDB/IMGT. The task is: Regression. Given a peptide amino acid sequence and an MHC pseudo amino acid sequence, predict their binding affinity value. This is MHC class I binding data. (1) The peptide sequence is KAGQNIRLSH. The MHC is HLA-A68:01 with pseudo-sequence HLA-A68:01. The binding affinity (normalized) is 0. (2) The peptide sequence is QLQVTEREEV. The MHC is HLA-A68:02 with pseudo-sequence HLA-A68:02. The binding affinity (normalized) is 0.